Dataset: Full USPTO retrosynthesis dataset with 1.9M reactions from patents (1976-2016). Task: Predict the reactants needed to synthesize the given product. (1) Given the product [CH3:1][O:2][C:3](=[O:21])[CH2:4][CH2:5][C:6]1[C:7](=[O:20])[N:8]([CH2:12][C:13]2[CH:14]=[CH:15][C:16]([NH:19][C:24](=[O:23])[CH3:26])=[CH:17][CH:18]=2)[CH2:9][CH2:10][CH:11]=1, predict the reactants needed to synthesize it. The reactants are: [CH3:1][O:2][C:3](=[O:21])[CH2:4][CH2:5][C:6]1[C:7](=[O:20])[N:8]([CH2:12][C:13]2[CH:18]=[CH:17][C:16]([NH2:19])=[CH:15][CH:14]=2)[CH2:9][CH2:10][CH:11]=1.O(OC(C)=O)[O:23][C:24]([CH3:26])=O.C(N(CC)CC)C.CO. (2) The reactants are: Br[C:2]1[C:7]([N+:8]([O-:10])=[O:9])=[CH:6][C:5]([Br:11])=[C:4]([CH3:12])[N:3]=1.[CH3:13][C:14]1([CH3:21])[O:18][C@@H:17]([CH2:19][NH2:20])[CH2:16][O:15]1.C(N(C(C)C)C(C)C)C. Given the product [Br:11][C:5]1[CH:6]=[C:7]([N+:8]([O-:10])=[O:9])[C:2]([NH:20][CH2:19][C@H:17]2[CH2:16][O:15][C:14]([CH3:21])([CH3:13])[O:18]2)=[N:3][C:4]=1[CH3:12], predict the reactants needed to synthesize it. (3) Given the product [OH:27][CH2:28][C:29]1([CH2:34][NH:35][C:24]([C:7]2[N:8]([CH2:12][C:13]3[CH:18]=[CH:17][CH:16]=[C:15]([O:19][C:20]([F:23])([F:21])[F:22])[CH:14]=3)[C:9]3[C:5]([CH:6]=2)=[CH:4][C:3]([C:1]#[N:2])=[CH:11][CH:10]=3)=[O:25])[CH2:33][CH2:32][CH2:31][CH2:30]1, predict the reactants needed to synthesize it. The reactants are: [C:1]([C:3]1[CH:4]=[C:5]2[C:9](=[CH:10][CH:11]=1)[N:8]([CH2:12][C:13]1[CH:18]=[CH:17][CH:16]=[C:15]([O:19][C:20]([F:23])([F:22])[F:21])[CH:14]=1)[C:7]([C:24](O)=[O:25])=[CH:6]2)#[N:2].[OH:27][CH2:28][C:29]1([C:34]#[N:35])[CH2:33][CH2:32][CH2:31][CH2:30]1.Cl.CN(C)CCCN=C=NCC.O.ON1C2C=CC=CC=2N=N1. (4) Given the product [C:26]([C:9]1[N:8]([CH2:7][C:6]([OH:28])=[O:5])[C:12]([C:13]2[CH:14]=[CH:15][C:16]3[NH:21][C:20](=[O:22])[O:19][C:18]([CH3:24])([CH3:23])[C:17]=3[CH:25]=2)=[CH:11][CH:10]=1)#[N:27], predict the reactants needed to synthesize it. The reactants are: C([O:5][C:6](=[O:28])[CH2:7][N:8]1[C:12]([C:13]2[CH:14]=[CH:15][C:16]3[NH:21][C:20](=[O:22])[O:19][C:18]([CH3:24])([CH3:23])[C:17]=3[CH:25]=2)=[CH:11][CH:10]=[C:9]1[C:26]#[N:27])(C)(C)C.[OH-].[Na+].Cl. (5) Given the product [CH3:14][C:8]([C:15]1[CH:20]=[CH:19][CH:18]=[C:17]([CH3:21])[CH:16]=1)([CH3:7])[CH2:9][OH:10], predict the reactants needed to synthesize it. The reactants are: [H-].[Al+3].[Li+].[H-].[H-].[H-].[CH3:7][C:8]([C:15]1[CH:20]=[CH:19][CH:18]=[C:17]([CH3:21])[CH:16]=1)([CH3:14])[C:9](OCC)=[O:10].O.[OH-].[Na+]. (6) Given the product [CH2:38]([N:40]1[CH2:45][CH2:44][N:43]([CH2:2][C:3]([NH:5][C:6]2[CH:7]=[C:8]([CH:23]=[CH:24][C:25]=2[O:26][C:27]([F:30])([F:29])[F:28])[C:9]([NH:11][C:12]2[S:13][C:14]([C:17]3[CH:22]=[CH:21][CH:20]=[CH:19][CH:18]=3)=[N:15][N:16]=2)=[O:10])=[O:4])[CH2:42][CH2:41]1)[CH3:39], predict the reactants needed to synthesize it. The reactants are: Cl[CH2:2][C:3]([NH:5][C:6]1[CH:7]=[C:8]([CH:23]=[CH:24][C:25]=1[O:26][C:27]([F:30])([F:29])[F:28])[C:9]([NH:11][C:12]1[S:13][C:14]([C:17]2[CH:22]=[CH:21][CH:20]=[CH:19][CH:18]=2)=[N:15][N:16]=1)=[O:10])=[O:4].C(N(CC)CC)C.[CH2:38]([N:40]1[CH2:45][CH2:44][NH:43][CH2:42][CH2:41]1)[CH3:39].[I-].[K+]. (7) Given the product [Br:28][CH2:17][C:15]1[CH:14]=[CH:13][N:12]2[C:8]([C:5]3[CH:6]=[CH:7][C:2]([F:1])=[C:3]([C:19]4[C:20]([C:25]#[N:26])=[CH:21][CH:22]=[CH:23][CH:24]=4)[CH:4]=3)=[CH:9][N:10]=[C:11]2[N:16]=1, predict the reactants needed to synthesize it. The reactants are: [F:1][C:2]1[CH:7]=[CH:6][C:5]([C:8]2[N:12]3[CH:13]=[CH:14][C:15]([CH2:17]O)=[N:16][C:11]3=[N:10][CH:9]=2)=[CH:4][C:3]=1[C:19]1[C:20]([C:25]#[N:26])=[CH:21][CH:22]=[CH:23][CH:24]=1.C(Br)(Br)(Br)[Br:28].C1(P(C2C=CC=CC=2)C2C=CC=CC=2)C=CC=CC=1. (8) Given the product [CH2:1]([O:8][C:9]1[CH:14]=[CH:13][CH:12]=[CH:11][C:10]=1[C:25]1[CH:24]=[CH:28][O:27][C:26]=1[C:30]([O:33][CH2:34][CH3:35])=[O:32])[C:2]1[CH:7]=[CH:6][CH:5]=[CH:4][CH:3]=1, predict the reactants needed to synthesize it. The reactants are: [CH2:1]([O:8][C:9]1[CH:14]=[CH:13][CH:12]=[CH:11][C:10]=1B(O)O)[C:2]1[CH:7]=[CH:6][CH:5]=[CH:4][CH:3]=1.C(=O)([O-])[O-].[Cs+].[Cs+].[CH2:24]1[CH2:28][O:27][CH2:26][CH2:25]1.O.[C:30]([O:33][CH2:34][CH3:35])(=[O:32])C.